From a dataset of Full USPTO retrosynthesis dataset with 1.9M reactions from patents (1976-2016). Predict the reactants needed to synthesize the given product. (1) Given the product [N:3]1[CH:4]=[CH:5][CH:6]=[CH:7][C:2]=1[CH:13]([OH:17])[CH2:14][CH2:15][CH3:16], predict the reactants needed to synthesize it. The reactants are: Br[C:2]1[CH:7]=[CH:6][CH:5]=[CH:4][N:3]=1.C([Li])CCC.[CH:13](=[O:17])[CH2:14][CH2:15][CH3:16].[NH4+].[Cl-]. (2) Given the product [CH3:1][N:2]1[C:10]2[C:5](=[CH:6][CH:7]=[C:8]([CH2:11][OH:12])[CH:9]=2)[CH2:4][CH2:3]1, predict the reactants needed to synthesize it. The reactants are: [CH3:1][N:2]1[C:10]2[C:5](=[CH:6][CH:7]=[C:8]([C:11](O)=[O:12])[CH:9]=2)[CH2:4][CH2:3]1.O.[B-].[Na+]. (3) Given the product [CH2:18]([O:1][C:2]1[CH:3]=[C:4]([CH:9]=[CH:10][C:11]=1[N+:12]([O-:14])=[O:13])[C:5]([O:7][CH3:8])=[O:6])[CH3:19], predict the reactants needed to synthesize it. The reactants are: [OH:1][C:2]1[CH:3]=[C:4]([CH:9]=[CH:10][C:11]=1[N+:12]([O-:14])=[O:13])[C:5]([O:7][CH3:8])=[O:6].[H-].[Na+].I[CH2:18][CH3:19].O. (4) Given the product [CH3:1][O:2][C:3](=[O:17])[C:4]1[CH:13]=[C:12]([O:14][CH2:15][CH3:16])[CH:11]=[C:6]([C:7]([OH:9])=[O:8])[CH:5]=1, predict the reactants needed to synthesize it. The reactants are: [CH3:1][O:2][C:3](=[O:17])[C:4]1[CH:13]=[C:12]([O:14][CH2:15][CH3:16])[CH:11]=[C:6]([C:7]([O:9]C)=[O:8])[CH:5]=1.[OH-].[Na+]. (5) The reactants are: [Br:1][C:2]1[CH:40]=[CH:39][CH:38]=[CH:37][C:3]=1[C:4](/[N:6]=[C:7]1/[N:8](C(=O)C2C=CC=CC=2Br)[CH:9]=[C:10]([N:13]2[C:17]3[CH:18]=[CH:19][C:20]([O:22][CH3:23])=[CH:21][C:16]=3[N:15]=[C:14]2[C:24]([F:27])([F:26])[F:25])[N:11]=[CH:12]/1)=[O:5].[Li+].[OH-].CCO.CCOC(C)=O. Given the product [Br:1][C:2]1[CH:40]=[CH:39][CH:38]=[CH:37][C:3]=1[C:4]([NH:6][C:7]1[CH:12]=[N:11][C:10]([N:13]2[C:17]3[CH:18]=[CH:19][C:20]([O:22][CH3:23])=[CH:21][C:16]=3[N:15]=[C:14]2[C:24]([F:25])([F:26])[F:27])=[CH:9][N:8]=1)=[O:5], predict the reactants needed to synthesize it. (6) The reactants are: [CH3:1][O:2][C:3]1[CH:29]=[CH:28][C:6]([CH2:7][N:8]2[CH2:12][CH:11]([CH2:13][CH2:14][O:15]S(C3C=CC(C)=CC=3)(=O)=O)[N:10]([CH3:26])[C:9]2=[O:27])=[CH:5][CH:4]=1.[CH3:30][O:31][C:32](=[O:51])[C:33]([O:43][C:44]1[CH:49]=[CH:48][CH:47]=[CH:46][C:45]=1[F:50])([CH3:42])[CH2:34][C:35]1[CH:40]=[CH:39][C:38](O)=[CH:37][CH:36]=1. Given the product [CH3:30][O:31][C:32](=[O:51])[C:33]([O:43][C:44]1[CH:49]=[CH:48][CH:47]=[CH:46][C:45]=1[F:50])([CH3:42])[CH2:34][C:35]1[CH:40]=[CH:39][C:38]([O:15][CH2:14][CH2:13][CH:11]2[CH2:12][N:8]([CH2:7][C:6]3[CH:5]=[CH:4][C:3]([O:2][CH3:1])=[CH:29][CH:28]=3)[C:9](=[O:27])[N:10]2[CH3:26])=[CH:37][CH:36]=1, predict the reactants needed to synthesize it.